The task is: Predict the reaction yield, written as a fraction of the theoretical maximum amount of product (1.0 means a 100% yield; for example, 0.34 means a 34% yield).. This data is from Reaction yield outcomes from USPTO patents with 853,638 reactions. (1) The reactants are [Cl:1][C:2]1[CH:3]=[C:4]([CH:8]([CH2:12][CH:13]2[CH2:17][CH2:16][CH2:15][CH2:14]2)[C:9]([OH:11])=O)[CH:5]=[CH:6][CH:7]=1.C(Cl)(=O)C(Cl)=O.[CH2:24]([O:26][C:27](=[O:35])[CH2:28][C:29]1[N:30]=[C:31]([NH2:34])[S:32][CH:33]=1)[CH3:25].C(N(CC)C(C)C)(C)C. The catalyst is C(Cl)Cl.CN(C)C=O. The product is [CH2:24]([O:26][C:27](=[O:35])[CH2:28][C:29]1[N:30]=[C:31]([NH:34][C:9](=[O:11])[CH:8]([C:4]2[CH:5]=[CH:6][CH:7]=[C:2]([Cl:1])[CH:3]=2)[CH2:12][CH:13]2[CH2:17][CH2:16][CH2:15][CH2:14]2)[S:32][CH:33]=1)[CH3:25]. The yield is 0.603. (2) The reactants are [CH3:1][C:2]1[CH:7]=[C:6]([CH3:8])[NH:5][C:4](=[O:9])[C:3]=1[CH2:10][NH:11][C:12]([C:14]1[C:15]2[CH:34]=[N:33][N:32]([CH:35]([CH3:37])[CH3:36])[C:16]=2[N:17]=[C:18]([C:20]2[CH2:21][CH2:22][N:23]([CH:26]3[CH2:31][CH2:30][NH:29][CH2:28][CH2:27]3)[CH2:24][CH:25]=2)[CH:19]=1)=[O:13]. The catalyst is CCO.[Pd]. The product is [N:23]1([CH:26]2[CH2:31][CH2:30][NH:29][CH2:28][CH2:27]2)[CH2:24][CH2:25][CH:20]([C:18]2[CH:19]=[C:14]([C:12]([NH:11][CH2:10][C:3]3[C:4](=[O:9])[NH:5][C:6]([CH3:8])=[CH:7][C:2]=3[CH3:1])=[O:13])[C:15]3[CH:34]=[N:33][N:32]([CH:35]([CH3:36])[CH3:37])[C:16]=3[N:17]=2)[CH2:21][CH2:22]1. The yield is 0.620.